From a dataset of Peptide-MHC class I binding affinity with 185,985 pairs from IEDB/IMGT. Regression. Given a peptide amino acid sequence and an MHC pseudo amino acid sequence, predict their binding affinity value. This is MHC class I binding data. The peptide sequence is SRQRQAIPY. The MHC is HLA-A02:01 with pseudo-sequence HLA-A02:01. The binding affinity (normalized) is 0.0847.